Task: Predict the reaction yield, written as a fraction of the theoretical maximum amount of product (1.0 means a 100% yield; for example, 0.34 means a 34% yield).. Dataset: Reaction yield outcomes from USPTO patents with 853,638 reactions (1) The reactants are [OH:1][C:2]1[C:7]([P:8](=[O:21])([C:15]2[CH:20]=[CH:19][CH:18]=[CH:17][CH:16]=2)[C:9]2[CH:14]=[CH:13][CH:12]=[CH:11][CH:10]=2)=[CH:6][CH:5]=[CH:4][N:3]=1.CC(C)([O-])C.[Li+:27]. The catalyst is C(#N)C. The product is [C:9]1([P:8]([C:7]2[C:2]([O-:1])=[N:3][CH:4]=[CH:5][CH:6]=2)([C:15]2[CH:20]=[CH:19][CH:18]=[CH:17][CH:16]=2)=[O:21])[CH:10]=[CH:11][CH:12]=[CH:13][CH:14]=1.[Li+:27]. The yield is 0.900. (2) The reactants are CN1[CH:7]=[CH:6][C:5](=[O:8])N(C)C1=O.[C:11]([NH2:17])(=[O:16])[CH2:12][C:13]([NH2:15])=[O:14].[O-]CC.[Na+]. The catalyst is CCO. The product is [OH:14][C:13]1[N:15]=[C:5]([OH:8])[CH:6]=[CH:7][C:12]=1[C:11]([NH2:17])=[O:16]. The yield is 0.650. (3) The reactants are [CH2:1]([C:5]1[O:6][C:7]2[CH:26]=[CH:25][C:24]([N+:27]([O-])=O)=[CH:23][C:8]=2[C:9]=1[C:10]([C:12]1[CH:22]=[CH:21][C:15]([O:16][CH2:17][CH2:18][CH2:19][OH:20])=[CH:14][CH:13]=1)=[O:11])[CH2:2][CH2:3][CH3:4]. The catalyst is CO.[Pd]. The product is [NH2:27][C:24]1[CH:25]=[CH:26][C:7]2[O:6][C:5]([CH2:1][CH2:2][CH2:3][CH3:4])=[C:9]([C:10]([C:12]3[CH:13]=[CH:14][C:15]([O:16][CH2:17][CH2:18][CH2:19][OH:20])=[CH:21][CH:22]=3)=[O:11])[C:8]=2[CH:23]=1. The yield is 0.910. (4) The reactants are Cl[C:2]1[N:7]=[C:6]([C:8]([NH2:10])=[O:9])[CH:5]=[C:4]([N:11]2[CH2:16][CH2:15][O:14][CH2:13][CH:12]2[CH2:17][OH:18])[N:3]=1.[F:19][C:20]1[CH:41]=[CH:40][C:23]([O:24][C:25]2[CH:30]=[CH:29][C:28](B3OC(C)(C)C(C)(C)O3)=[CH:27][CH:26]=2)=[CH:22][CH:21]=1.C([O-])([O-])=O.[Na+].[Na+]. The catalyst is O1CCOCC1.C1C=CC(P(C2C=CC=CC=2)[C-]2C=CC=C2)=CC=1.C1C=CC(P(C2C=CC=CC=2)[C-]2C=CC=C2)=CC=1.Cl[Pd]Cl.[Fe+2]. The product is [F:19][C:20]1[CH:41]=[CH:40][C:23]([O:24][C:25]2[CH:30]=[CH:29][C:28]([C:2]3[N:7]=[C:6]([C:8]([NH2:10])=[O:9])[CH:5]=[C:4]([N:11]4[CH2:16][CH2:15][O:14][CH2:13][CH:12]4[CH2:17][OH:18])[N:3]=3)=[CH:27][CH:26]=2)=[CH:22][CH:21]=1. The yield is 0.490. (5) The reactants are Cl.[Cl:2][C:3]1[C:4]([F:28])=[C:5]([CH:25]=[CH:26][CH:27]=1)[NH:6][C:7]1[C:16]2[C:11](=[CH:12][C:13]([O:23][CH3:24])=[C:14]([O:17][C@@H:18]3[CH2:22][CH2:21][NH:20][CH2:19]3)[CH:15]=2)[N:10]=[CH:9][N:8]=1.[CH2:29]=O. The catalyst is C(O)=O. The product is [Cl:2][C:3]1[C:4]([F:28])=[C:5]([CH:25]=[CH:26][CH:27]=1)[NH:6][C:7]1[C:16]2[C:11](=[CH:12][C:13]([O:23][CH3:24])=[C:14]([O:17][C@@H:18]3[CH2:22][CH2:21][N:20]([CH3:29])[CH2:19]3)[CH:15]=2)[N:10]=[CH:9][N:8]=1. The yield is 0.590. (6) The reactants are [NH2:1][C:2]1[S:6][N:5]=[C:4]([CH3:7])[C:3]=1[C:8]#[N:9].[C:10](Cl)(=[O:15])[CH2:11][CH:12]([CH3:14])[CH3:13]. The catalyst is N1C=CC=CC=1.C(Cl)(Cl)Cl. The product is [C:8]([C:3]1[C:4]([CH3:7])=[N:5][S:6][C:2]=1[NH:1][C:10](=[O:15])[CH2:11][CH:12]([CH3:14])[CH3:13])#[N:9]. The yield is 0.790. (7) The reactants are [C:1]([O:5][C:6]([N:8]1[CH2:13][CH2:12][NH:11][C:10](=[O:14])[CH2:9]1)=[O:7])([CH3:4])([CH3:3])[CH3:2].[H-].[Na+].[F:17][C:18]1[CH:25]=[CH:24][C:21]([CH2:22]Br)=[CH:20][CH:19]=1. The catalyst is C1COCC1. The product is [C:1]([O:5][C:6]([N:8]1[CH2:13][CH2:12][N:11]([CH2:22][C:21]2[CH:24]=[CH:25][C:18]([F:17])=[CH:19][CH:20]=2)[C:10](=[O:14])[CH2:9]1)=[O:7])([CH3:4])([CH3:2])[CH3:3]. The yield is 0.930. (8) The reactants are [CH3:1][O:2][CH2:3][C@H:4]([N:9]1C(=O)C2C(=CC=CC=2)C1=O)[CH2:5][CH:6]([CH3:8])[CH3:7].O.NN.Cl. The catalyst is CO. The product is [CH3:1][O:2][CH2:3][C@H:4]([NH2:9])[CH2:5][CH:6]([CH3:8])[CH3:7]. The yield is 0.770.